This data is from Forward reaction prediction with 1.9M reactions from USPTO patents (1976-2016). The task is: Predict the product of the given reaction. (1) Given the reactants [CH2:1]([N:4]1[CH2:9][CH2:8][CH2:7][CH2:6][C@H:5]1[C@H:10](Cl)[C:11]1[CH:16]=[CH:15][C:14]([Cl:17])=[C:13]([Cl:18])[CH:12]=1)[CH:2]=[CH2:3].[NH3:20].CO, predict the reaction product. The product is: [CH2:1]([N:4]1[CH2:9][CH2:8][CH2:7][CH2:6][C@H:5]1[C@H:10]([C:11]1[CH:16]=[CH:15][C:14]([Cl:17])=[C:13]([Cl:18])[CH:12]=1)[NH2:20])[CH:2]=[CH2:3]. (2) Given the reactants Br.[C:2]([C:6]1[CH:11]=[CH:10][C:9](/[C:12](/[C:20]2[CH:25]=[CH:24][CH:23]=[C:22]([O:26]C)[N:21]=2)=[CH:13]\[C@@H:14]2[NH:18][C:17](=[O:19])[CH2:16][CH2:15]2)=[CH:8][CH:7]=1)([CH3:5])([CH3:4])[CH3:3].O, predict the reaction product. The product is: [C:2]([C:6]1[CH:7]=[CH:8][C:9](/[C:12](/[C:20]2[NH:21][C:22](=[O:26])[CH:23]=[CH:24][CH:25]=2)=[CH:13]\[C@H:14]2[CH2:15][CH2:16][C:17](=[O:19])[NH:18]2)=[CH:10][CH:11]=1)([CH3:5])([CH3:3])[CH3:4]. (3) The product is: [NH2:1][CH2:4][C@H:5]1[O:9][C@@H:8]([N:10]2[C:19]3[N:18]=[CH:17][N:16]=[C:14]([OH:15])[C:13]=3[N:12]=[CH:11]2)[C@H:7]([OH:20])[C@@H:6]1[OH:21]. Given the reactants [N:1]([CH2:4][C@H:5]1[O:9][C@@H:8]([N:10]2[C:19]3[N:18]=[CH:17][N:16]=[C:14]([OH:15])[C:13]=3[N:12]=[CH:11]2)[C@H:7]([OH:20])[C@@H:6]1[OH:21])=[N+]=[N-].[H][H], predict the reaction product. (4) Given the reactants Br[C:2]1[CH:7]=[CH:6][C:5]([CH:8]([CH3:13])[C:9]([O:11][CH3:12])=[O:10])=[CH:4][CH:3]=1.[CH2:14]([O:16][P:17]([O-:21])[O:18][CH2:19][CH3:20])[CH3:15].C(N(CC)CC)C, predict the reaction product. The product is: [CH2:14]([O:16][P:17]([C:2]1[CH:7]=[CH:6][C:5]([CH:8]([CH3:13])[C:9]([O:11][CH3:12])=[O:10])=[CH:4][CH:3]=1)([O:18][CH2:19][CH3:20])=[O:21])[CH3:15].